This data is from Catalyst prediction with 721,799 reactions and 888 catalyst types from USPTO. The task is: Predict which catalyst facilitates the given reaction. (1) Reactant: F[C:2](F)(F)C(O)=O.C(OC(=O)[NH:14][C@@H:15]([CH2:29][N:30]1[CH2:35][C:34](=[O:36])[N:33]([C:37]2[CH:42]=[CH:41][CH:40]=[CH:39][C:38]=2[Cl:43])[CH2:32][C:31]1([CH3:45])[CH3:44])[C@@H:16]([OH:28])[CH2:17][C@H:18]([C:21](=[O:27])[NH:22][CH2:23]C(C)C)[CH2:19][CH3:20])(C)(C)C.[C:47]([OH:54])(=[O:53])/[CH:48]=[CH:49]/[C:50]([OH:52])=[O:51].[CH2:55]([NH:59][C:60](=[O:86])[C@H:61]([CH2:84][CH3:85])[CH2:62][C@H:63]([OH:83])[C@@H:64]([NH2:82])[CH2:65][N:66]1[CH2:71][C:70](=[O:72])[N:69]([C:73]2[CH:78]=[CH:77][CH:76]=[CH:75][C:74]=2[Cl:79])[CH2:68][C:67]1([CH3:81])[CH3:80])[CH:56]([CH3:58])[CH3:57]. Product: [C:47]([OH:54])(=[O:53])/[CH:48]=[CH:49]/[C:50]([OH:52])=[O:51].[CH3:55][C:56]([CH3:58])([CH3:57])[CH2:23][NH:22][C:21](=[O:27])[C@H:18]([CH2:19][CH3:20])[CH2:17][C@H:16]([OH:28])[C@@H:15]([NH2:14])[CH2:29][N:30]1[CH2:35][C:34](=[O:36])[N:33]([C:37]2[CH:42]=[CH:41][CH:40]=[CH:39][C:38]=2[Cl:43])[CH2:32][C:31]1([CH3:44])[CH3:45].[NH2:82][C@@H:64]([CH2:65][N:66]1[CH2:71][C:70](=[O:72])[N:69]([C:73]2[CH:78]=[CH:77][CH:76]=[CH:75][C:74]=2[Cl:79])[CH2:68][C:67]1([CH3:80])[CH3:81])[C@@H:63]([OH:83])[CH2:62][C@@H:61]([CH2:84][CH3:85])[C:60]([NH:59][CH2:55][C:56]([CH3:2])([CH3:58])[CH3:57])=[O:86]. The catalyst class is: 61. (2) The catalyst class is: 8. Product: [CH:10]1[C:9]2[C:7](=[O:8])[C:6]([C:22]([OH:24])=[O:23])=[CH:5][N:4]([CH:3]3[CH2:2][CH2:1]3)[C:14]=2[CH:13]=[C:12]([N:15]2[CH2:16][CH2:17][NH:18][CH2:19][CH2:20]2)[C:11]=1[F:21].[ClH:26]. Reactant: [CH2:1]1[CH:3]([N:4]2[C:14]3[C:9](=[CH:10][C:11]([F:21])=[C:12]([N:15]4[CH2:20][CH2:19][NH:18][CH2:17][CH2:16]4)[CH:13]=3)[C:7](=[O:8])[C:6]([C:22]([OH:24])=[O:23])=[CH:5]2)[CH2:2]1.O.[ClH:26]. (3) Reactant: [Br:1][C:2]1[C:3]([F:27])=[C:4]2[C:24](=[CH:25][CH:26]=1)[C:8]1[NH:9][C:10]([C@@H:12]3[CH2:16][CH2:15][CH2:14][N:13]3[C:17]([O:19][C:20]([CH3:23])([CH3:22])[CH3:21])=[O:18])=[N:11][C:7]=1[CH2:6][CH2:5]2.C(C1C(=O)C(Cl)=C(Cl)C(=O)C=1C#N)#N. Product: [Br:1][C:2]1[C:3]([F:27])=[C:4]2[C:24](=[CH:25][CH:26]=1)[C:8]1[NH:9][C:10]([C@@H:12]3[CH2:16][CH2:15][CH2:14][N:13]3[C:17]([O:19][C:20]([CH3:21])([CH3:22])[CH3:23])=[O:18])=[N:11][C:7]=1[CH:6]=[CH:5]2. The catalyst class is: 48. (4) Reactant: [NH2:1][C:2]1[CH:11]=[CH:10][CH:9]=[C:8]2[C:3]=1[CH:4]=[CH:5][C:6]([OH:12])=[CH:7]2.[CH:13](=O)[C:14]1[CH:19]=[CH:18][CH:17]=[CH:16][CH:15]=1.S([O-])([O-])(=O)=O.[Mg+2]. Product: [C:14]1([CH:13]=[N:1][C:2]2[CH:11]=[CH:10][CH:9]=[C:8]3[C:3]=2[CH:4]=[CH:5][C:6]([OH:12])=[CH:7]3)[CH:19]=[CH:18][CH:17]=[CH:16][CH:15]=1. The catalyst class is: 1. (5) Reactant: Br[C:2]1[C:3]([O:12][CH3:13])=[CH:4][C:5]([O:10][CH3:11])=[C:6]([CH:9]=1)[CH:7]=[O:8].[S:14]1[CH:18]=[CH:17][CH:16]=[C:15]1B(O)O. Product: [CH3:11][O:10][C:5]1[CH:4]=[C:3]([O:12][CH3:13])[C:2]([C:15]2[S:14][CH:18]=[CH:17][CH:16]=2)=[CH:9][C:6]=1[CH:7]=[O:8]. The catalyst class is: 1.